This data is from Full USPTO retrosynthesis dataset with 1.9M reactions from patents (1976-2016). The task is: Predict the reactants needed to synthesize the given product. The reactants are: C(O[C:6]([N:8]1[CH2:13][CH2:12][CH:11]([CH2:14][CH2:15][C:16](=O)[NH:17][CH3:18])[CH2:10][CH2:9]1)=O)(C)(C)C.[H-].[H-].[H-].[H-].[Li+].[Al+3]. Given the product [CH3:18][NH:17][CH2:16][CH2:15][CH2:14][CH:11]1[CH2:12][CH2:13][N:8]([CH3:6])[CH2:9][CH2:10]1, predict the reactants needed to synthesize it.